Predict the reaction yield, written as a fraction of the theoretical maximum amount of product (1.0 means a 100% yield; for example, 0.34 means a 34% yield). From a dataset of Reaction yield outcomes from USPTO patents with 853,638 reactions. (1) The reactants are [NH2:1][O:2][CH2:3][C:4]([OH:6])=[O:5].C(N(CC)CC)C.[CH2:14]([N:21]=[C:22]=[O:23])[C:15]1[CH:20]=[CH:19][CH:18]=[CH:17][CH:16]=1. The catalyst is ClCCl.O1CCCC1.C(OCC)(=O)C. The product is [CH2:14]([NH:21][C:22](=[O:23])[NH:1][O:2][CH2:3][C:4]([OH:6])=[O:5])[C:15]1[CH:20]=[CH:19][CH:18]=[CH:17][CH:16]=1. The yield is 0.330. (2) The reactants are [H-].[H-].[H-].[H-].[Li+].[Al+3].[CH:7]([C:10]1([CH2:15][C:16](OC)=[O:17])[O:14][CH2:13][CH2:12][O:11]1)([CH3:9])[CH3:8]. The catalyst is C1COCC1. The product is [CH:7]([C:10]1([CH2:15][CH2:16][OH:17])[O:14][CH2:13][CH2:12][O:11]1)([CH3:9])[CH3:8]. The yield is 0.670. (3) The product is [CH3:13][C@H:14]1[CH2:19][N:18]([C:20]2[CH:25]=[CH:24][C:23]([O:26][C:27]([F:29])([F:28])[F:30])=[CH:22][CH:21]=2)[CH2:17][C@@H:16]([CH3:31])[N:15]1[S:32]([C:35]1[CH:43]=[CH:42][CH:41]=[C:40]2[C:36]=1[CH2:37][CH:38]([C:44]#[N:46])[CH2:39]2)(=[O:34])=[O:33]. The reactants are C(N(CC)CC)C.P(Cl)(Cl)(Cl)=O.[CH3:13][C@H:14]1[CH2:19][N:18]([C:20]2[CH:25]=[CH:24][C:23]([O:26][C:27]([F:30])([F:29])[F:28])=[CH:22][CH:21]=2)[CH2:17][C@@H:16]([CH3:31])[N:15]1[S:32]([C:35]1[CH:43]=[CH:42][CH:41]=[C:40]2[C:36]=1[CH2:37][CH:38]([C:44]([NH2:46])=O)[CH2:39]2)(=[O:34])=[O:33]. The yield is 0.0900. The catalyst is ClC(Cl)C. (4) The reactants are [CH3:1][O:2][C:3]1[CH:4]=[C:5]2[C:9](=[CH:10][CH:11]=1)[NH:8][C:7]([C:12](O)=[O:13])=[CH:6]2.[H-].[H-].[H-].[H-].[Li+].[Al+3].C(OCC)(=O)C. The catalyst is CCOCC.Cl.C1COCC1.O=[Mn]=O. The product is [CH3:1][O:2][C:3]1[CH:4]=[C:5]2[C:9](=[CH:10][CH:11]=1)[NH:8][C:7]([CH:12]=[O:13])=[CH:6]2. The yield is 0.360. (5) The reactants are [C:1]([C:5]1[C:6]([OH:13])=[C:7]([CH:10]=[CH:11][CH:12]=1)[CH:8]=[O:9])([CH3:4])([CH3:3])[CH3:2].C([O-])([O-])=O.[K+].[K+].I[CH2:21][CH2:22][CH3:23]. The catalyst is CN(C=O)C.O. The product is [C:1]([C:5]1[C:6]([O:13][CH2:21][CH2:22][CH3:23])=[C:7]([CH:10]=[CH:11][CH:12]=1)[CH:8]=[O:9])([CH3:4])([CH3:2])[CH3:3]. The yield is 0.990.